This data is from Peptide-MHC class I binding affinity with 185,985 pairs from IEDB/IMGT. The task is: Regression. Given a peptide amino acid sequence and an MHC pseudo amino acid sequence, predict their binding affinity value. This is MHC class I binding data. (1) The peptide sequence is RILSEKRKDT. The MHC is HLA-A02:02 with pseudo-sequence HLA-A02:02. The binding affinity (normalized) is 0.393. (2) The peptide sequence is KIGEVIGPK. The MHC is HLA-A69:01 with pseudo-sequence HLA-A69:01. The binding affinity (normalized) is 0.0847. (3) The peptide sequence is NTYLFNILYK. The MHC is HLA-A03:01 with pseudo-sequence HLA-A03:01. The binding affinity (normalized) is 0.574.